From a dataset of Forward reaction prediction with 1.9M reactions from USPTO patents (1976-2016). Predict the product of the given reaction. (1) Given the reactants C(OC(=O)[NH:7][CH2:8][CH2:9][O:10][CH2:11][C:12]1[CH:17]=[CH:16][CH:15]=[CH:14][CH:13]=1)(C)(C)C.FC(F)(F)C(O)=O, predict the reaction product. The product is: [CH2:11]([O:10][CH2:9][CH2:8][NH2:7])[C:12]1[CH:17]=[CH:16][CH:15]=[CH:14][CH:13]=1. (2) Given the reactants [OH:1][CH2:2][C:3]1([C:10]2[N:15]=[CH:14][CH:13]=[CH:12][N:11]=2)[CH2:8][CH2:7][C:6](=O)[CH2:5][CH2:4]1.[CH:16]1([NH2:19])[CH2:18][CH2:17]1.C(O)(=O)C.[BH-](OC(C)=O)(OC(C)=O)OC(C)=O.[Na+].[OH-].[Na+], predict the reaction product. The product is: [CH:16]1([NH:19][CH:6]2[CH2:7][CH2:8][C:3]([CH2:2][OH:1])([C:10]3[N:15]=[CH:14][CH:13]=[CH:12][N:11]=3)[CH2:4][CH2:5]2)[CH2:18][CH2:17]1. (3) Given the reactants [OH-].[Na+].[C:3]([C:5]1[CH:6]=[CH:7][C:8]2[O:12][C:11]([C:13]3[CH:22]=[CH:21][C:16]([C:17]([O:19]C)=[O:18])=[CH:15][CH:14]=3)=[N:10][C:9]=2[CH:23]=1)#[N:4], predict the reaction product. The product is: [C:3]([C:5]1[CH:6]=[CH:7][C:8]2[O:12][C:11]([C:13]3[CH:14]=[CH:15][C:16]([C:17]([OH:19])=[O:18])=[CH:21][CH:22]=3)=[N:10][C:9]=2[CH:23]=1)#[N:4]. (4) Given the reactants [C:1]([O:4][CH2:5][C@H:6]([N:8]1[CH:17]=[CH:16][C:15]2[C:10](=[CH:11][CH:12]=[C:13]([CH:21]3[CH2:23][CH2:22]3)[C:14]=2[N+:18]([O-])=O)[C:9]1=[O:24])[CH3:7])(=[O:3])[CH3:2].C(O)C, predict the reaction product. The product is: [C:1]([O:4][CH2:5][C@H:6]([N:8]1[CH:17]=[CH:16][C:15]2[C:10](=[CH:11][CH:12]=[C:13]([CH:21]3[CH2:22][CH2:23]3)[C:14]=2[NH2:18])[C:9]1=[O:24])[CH3:7])(=[O:3])[CH3:2]. (5) Given the reactants [Cl:1][C:2]1[C:3]([N:8]2[C:12]([C:13]3[O:22][C:21](=[O:23])[C:20]4[C:15](=[C:16]([C:27]#[CH:28])[CH:17]=[C:18]5[CH:26]=[N:25][NH:24][C:19]5=4)[N:14]=3)=[CH:11][C:10]([C:29]([F:32])([F:31])[F:30])=[N:9]2)=[N:4][CH:5]=[CH:6][CH:7]=1.Cl.[C:34]1([NH2:40])([CH:37]2[CH2:39][CH2:38]2)[CH2:36][CH2:35]1.C(N(CC)CC)C, predict the reaction product. The product is: [C:34]1([NH:40][C:21]([C:20]2[C:15]([NH:14][C:13]([C:12]3[N:8]([C:3]4[C:2]([Cl:1])=[CH:7][CH:6]=[CH:5][N:4]=4)[N:9]=[C:10]([C:29]([F:31])([F:32])[F:30])[CH:11]=3)=[O:22])=[C:16]([C:27]#[CH:28])[CH:17]=[C:18]3[C:19]=2[NH:24][N:25]=[CH:26]3)=[O:23])([CH:37]2[CH2:39][CH2:38]2)[CH2:36][CH2:35]1. (6) The product is: [Cl:20][C:21]1[CH:26]=[CH:25][C:24]([CH2:27][C:28]([NH:1][N:2]2[N:11]=[C:10]([C:12]3[CH:17]=[CH:16][CH:15]=[CH:14][CH:13]=3)[C:9]3[C:4](=[CH:5][CH:6]=[C:7]([F:18])[CH:8]=3)[C:3]2=[O:19])=[O:29])=[CH:23][CH:22]=1. Given the reactants [NH2:1][N:2]1[N:11]=[C:10]([C:12]2[CH:17]=[CH:16][CH:15]=[CH:14][CH:13]=2)[C:9]2[C:4](=[CH:5][CH:6]=[C:7]([F:18])[CH:8]=2)[C:3]1=[O:19].[Cl:20][C:21]1[CH:26]=[CH:25][C:24]([CH2:27][C:28](O)=[O:29])=[CH:23][CH:22]=1, predict the reaction product.